Task: Regression. Given a peptide amino acid sequence and an MHC pseudo amino acid sequence, predict their binding affinity value. This is MHC class I binding data.. Dataset: Peptide-MHC class I binding affinity with 185,985 pairs from IEDB/IMGT (1) The peptide sequence is VSFDQNLDY. The MHC is HLA-B27:05 with pseudo-sequence HLA-B27:05. The binding affinity (normalized) is 0.0847. (2) The peptide sequence is ISVLTGSSI. The MHC is HLA-A32:01 with pseudo-sequence HLA-A32:01. The binding affinity (normalized) is 0.235.